This data is from NCI-60 drug combinations with 297,098 pairs across 59 cell lines. The task is: Regression. Given two drug SMILES strings and cell line genomic features, predict the synergy score measuring deviation from expected non-interaction effect. Drug 1: CC1=C(C=C(C=C1)NC2=NC=CC(=N2)N(C)C3=CC4=NN(C(=C4C=C3)C)C)S(=O)(=O)N.Cl. Drug 2: CN1C2=C(C=C(C=C2)N(CCCl)CCCl)N=C1CCCC(=O)O.Cl. Cell line: K-562. Synergy scores: CSS=27.0, Synergy_ZIP=0.552, Synergy_Bliss=0.710, Synergy_Loewe=-0.614, Synergy_HSA=0.247.